This data is from Forward reaction prediction with 1.9M reactions from USPTO patents (1976-2016). The task is: Predict the product of the given reaction. (1) The product is: [Cl:1][C:2]1[N:7]=[C:6]([C:8]2[C:9]([C:10]3[CH:11]=[CH:12][C:13]([F:23])=[C:14]([NH:16][C:17](=[O:22])[C:18]([F:19])([F:20])[F:21])[CH:15]=3)=[N:25][N:26]3[CH:31]=[CH:30][CH:29]=[CH:28][C:27]=23)[CH:5]=[CH:4][N:3]=1. Given the reactants [Cl:1][C:2]1[N:7]=[C:6]([C:8]#[C:9][C:10]2[CH:11]=[CH:12][C:13]([F:23])=[C:14]([NH:16][C:17](=[O:22])[C:18]([F:21])([F:20])[F:19])[CH:15]=2)[CH:5]=[CH:4][N:3]=1.[I-].[NH2:25][N+:26]1[CH:31]=[CH:30][CH:29]=[CH:28][CH:27]=1.C(=O)([O-])[O-].[K+].[K+], predict the reaction product. (2) Given the reactants Cl[C:2]1[N:10]=[C:9](Cl)[CH:8]=[CH:7][C:3]=1[C:4]([NH2:6])=[O:5].[NH2:12][C:13]1[CH:18]=[CH:17][CH:16]=[C:15]([CH3:19])[CH:14]=1.C(O[C:25](=[O:32])[NH:26][C@H:27]1[CH2:31][CH2:30][NH:29][CH2:28]1)(C)(C)C.[C:33](O)(=O)[CH:34]=C, predict the reaction product. The product is: [C:25]([NH:26][C@H:27]1[CH2:31][CH2:30][N:29]([C:9]2[CH:8]=[CH:7][C:3]([C:4]([NH2:6])=[O:5])=[C:2]([NH:12][C:13]3[CH:14]=[C:15]([CH3:19])[CH:16]=[CH:17][CH:18]=3)[N:10]=2)[CH2:28]1)(=[O:32])[CH:33]=[CH2:34]. (3) Given the reactants [C:1]([C:5]1[N:10]=[C:9]([O:11][CH2:12][CH3:13])[C:8]([C:14]2[N:15]([C:35](Cl)=[O:36])[C:16]([C:28]3[CH:33]=[CH:32][C:31]([Cl:34])=[CH:30][CH:29]=3)([CH3:27])[C:17]([C:20]3[CH:25]=[CH:24][C:23]([Cl:26])=[CH:22][CH:21]=3)([CH3:19])[N:18]=2)=[CH:7][N:6]=1)([CH3:4])([CH3:3])[CH3:2].[OH:38][CH:39]1[CH2:44][CH2:43][N:42]([CH:45]2[CH2:50][CH2:49][NH:48][CH2:47][CH2:46]2)[CH2:41][CH2:40]1, predict the reaction product. The product is: [C:1]([C:5]1[N:10]=[C:9]([O:11][CH2:12][CH3:13])[C:8]([C:14]2[N:15]([C:35]([N:48]3[CH2:47][CH2:46][CH:45]([N:42]4[CH2:43][CH2:44][CH:39]([OH:38])[CH2:40][CH2:41]4)[CH2:50][CH2:49]3)=[O:36])[C:16]([C:28]3[CH:29]=[CH:30][C:31]([Cl:34])=[CH:32][CH:33]=3)([CH3:27])[C:17]([C:20]3[CH:21]=[CH:22][C:23]([Cl:26])=[CH:24][CH:25]=3)([CH3:19])[N:18]=2)=[CH:7][N:6]=1)([CH3:4])([CH3:2])[CH3:3]. (4) Given the reactants Br[CH2:2][C:3]([O:5][CH2:6][C:7]1[CH:12]=[CH:11][CH:10]=[CH:9][CH:8]=1)=[O:4].[CH2:13]([N:20]1[CH2:25][C@H:24]([CH2:26][CH3:27])[NH:23][CH2:22][C@H:21]1[CH3:28])[C:14]1[CH:19]=[CH:18][CH:17]=[CH:16][CH:15]=1.C([O-])([O-])=O.[K+].[K+], predict the reaction product. The product is: [CH2:6]([O:5][C:3](=[O:4])[CH2:2][N:23]1[CH2:22][C@@H:21]([CH3:28])[N:20]([CH2:13][C:14]2[CH:19]=[CH:18][CH:17]=[CH:16][CH:15]=2)[CH2:25][C@@H:24]1[CH2:26][CH3:27])[C:7]1[CH:12]=[CH:11][CH:10]=[CH:9][CH:8]=1. (5) Given the reactants [N:1]1([CH2:6][CH2:7][CH2:8][C:9]2[CH:14]=[CH:13][C:12]([NH:15][C:16]3[N:21]=[CH:20][C:19]([NH2:22])=[CH:18][N:17]=3)=[CH:11][CH:10]=2)[CH2:5][CH2:4][CH2:3][CH2:2]1.[Cl:23][C:24]1[CH:32]=[CH:31][CH:30]=[C:29]([Cl:33])[C:25]=1[C:26](Cl)=[O:27].C(N(CC)CC)C.C([O-])(O)=O.[Na+], predict the reaction product. The product is: [Cl:23][C:24]1[CH:32]=[CH:31][CH:30]=[C:29]([Cl:33])[C:25]=1[C:26]([NH:22][C:19]1[CH:20]=[N:21][C:16]([NH:15][C:12]2[CH:11]=[CH:10][C:9]([CH2:8][CH2:7][CH2:6][N:1]3[CH2:5][CH2:4][CH2:3][CH2:2]3)=[CH:14][CH:13]=2)=[N:17][CH:18]=1)=[O:27]. (6) Given the reactants F[C:2]1[CH:7]=[CH:6][C:5]([N+:8]([O-:10])=[O:9])=[C:4]([N+:11]([O-:13])=[O:12])[CH:3]=1.[OH:14][CH2:15][C:16]1[CH:21]=[CH:20][C:19]([OH:22])=[CH:18][CH:17]=1.C(=O)([O-])[O-].[K+].[K+].C(=O)([O-])[O-].[Cs+].[Cs+], predict the reaction product. The product is: [N+:11]([C:4]1[CH:3]=[C:2]([O:22][C:19]2[CH:20]=[CH:21][C:16]([CH2:15][OH:14])=[CH:17][CH:18]=2)[CH:7]=[CH:6][C:5]=1[N+:8]([O-:10])=[O:9])([O-:13])=[O:12].